The task is: Binary Classification. Given a T-cell receptor sequence (or CDR3 region) and an epitope sequence, predict whether binding occurs between them.. This data is from TCR-epitope binding with 47,182 pairs between 192 epitopes and 23,139 TCRs. (1) The epitope is YVLDHLIVV. The TCR CDR3 sequence is CASSLTPTGTTGELFF. Result: 0 (the TCR does not bind to the epitope). (2) The epitope is RLRPGGKKK. The TCR CDR3 sequence is CASSEPGQGTYEQYF. Result: 0 (the TCR does not bind to the epitope).